Dataset: NCI-60 drug combinations with 297,098 pairs across 59 cell lines. Task: Regression. Given two drug SMILES strings and cell line genomic features, predict the synergy score measuring deviation from expected non-interaction effect. (1) Drug 1: C1=NC2=C(N=C(N=C2N1C3C(C(C(O3)CO)O)F)Cl)N. Drug 2: CCN(CC)CCNC(=O)C1=C(NC(=C1C)C=C2C3=C(C=CC(=C3)F)NC2=O)C. Cell line: MCF7. Synergy scores: CSS=2.51, Synergy_ZIP=0.119, Synergy_Bliss=2.22, Synergy_Loewe=-0.0361, Synergy_HSA=1.19. (2) Drug 1: CN1C(=O)N2C=NC(=C2N=N1)C(=O)N. Drug 2: C1=CC=C(C(=C1)C(C2=CC=C(C=C2)Cl)C(Cl)Cl)Cl. Cell line: A498. Synergy scores: CSS=-1.13, Synergy_ZIP=0.504, Synergy_Bliss=0.102, Synergy_Loewe=-0.486, Synergy_HSA=-1.29. (3) Drug 1: CNC(=O)C1=CC=CC=C1SC2=CC3=C(C=C2)C(=NN3)C=CC4=CC=CC=N4. Synergy scores: CSS=0.868, Synergy_ZIP=0.549, Synergy_Bliss=1.71, Synergy_Loewe=0.283, Synergy_HSA=0.393. Cell line: OVCAR-8. Drug 2: CCCCCOC(=O)NC1=NC(=O)N(C=C1F)C2C(C(C(O2)C)O)O. (4) Drug 1: CC1=C(N=C(N=C1N)C(CC(=O)N)NCC(C(=O)N)N)C(=O)NC(C(C2=CN=CN2)OC3C(C(C(C(O3)CO)O)O)OC4C(C(C(C(O4)CO)O)OC(=O)N)O)C(=O)NC(C)C(C(C)C(=O)NC(C(C)O)C(=O)NCCC5=NC(=CS5)C6=NC(=CS6)C(=O)NCCC[S+](C)C)O. Drug 2: CN(CCCl)CCCl.Cl. Cell line: IGROV1. Synergy scores: CSS=36.2, Synergy_ZIP=-10.5, Synergy_Bliss=-2.93, Synergy_Loewe=-1.07, Synergy_HSA=3.20. (5) Drug 1: CC1CCC2CC(C(=CC=CC=CC(CC(C(=O)C(C(C(=CC(C(=O)CC(OC(=O)C3CCCCN3C(=O)C(=O)C1(O2)O)C(C)CC4CCC(C(C4)OC)O)C)C)O)OC)C)C)C)OC. Drug 2: CC1=C2C(C(=O)C3(C(CC4C(C3C(C(C2(C)C)(CC1OC(=O)C(C(C5=CC=CC=C5)NC(=O)C6=CC=CC=C6)O)O)OC(=O)C7=CC=CC=C7)(CO4)OC(=O)C)O)C)OC(=O)C. Cell line: HL-60(TB). Synergy scores: CSS=33.7, Synergy_ZIP=2.14, Synergy_Bliss=1.26, Synergy_Loewe=-27.2, Synergy_HSA=-4.83. (6) Drug 1: CCCS(=O)(=O)NC1=C(C(=C(C=C1)F)C(=O)C2=CNC3=C2C=C(C=N3)C4=CC=C(C=C4)Cl)F. Drug 2: CC1=C(C(=CC=C1)Cl)NC(=O)C2=CN=C(S2)NC3=CC(=NC(=N3)C)N4CCN(CC4)CCO. Cell line: U251. Synergy scores: CSS=9.02, Synergy_ZIP=8.84, Synergy_Bliss=12.0, Synergy_Loewe=10.9, Synergy_HSA=10.7. (7) Drug 1: CC1C(C(CC(O1)OC2CC(CC3=C2C(=C4C(=C3O)C(=O)C5=C(C4=O)C(=CC=C5)OC)O)(C(=O)CO)O)N)O.Cl. Drug 2: CC(C)(C#N)C1=CC(=CC(=C1)CN2C=NC=N2)C(C)(C)C#N. Cell line: HS 578T. Synergy scores: CSS=21.5, Synergy_ZIP=-8.65, Synergy_Bliss=-8.09, Synergy_Loewe=-2.47, Synergy_HSA=-4.33.